Dataset: Drug-target binding data from BindingDB using Ki measurements. Task: Regression. Given a target protein amino acid sequence and a drug SMILES string, predict the binding affinity score between them. We predict pKi (pKi = -log10(Ki in M); higher means stronger inhibition). Dataset: bindingdb_ki. (1) The pKi is 5.2. The target protein (P22086) has sequence MASPALAAALAAAAAEGPNGSDAGEWGSGGGANASGTDWGPPPGQYSAGAVAGLAAVVGFLIVFTVVGNVLVVIAVLTSRALRAPQNLFLVSLASADILVATLVMPFSLANELMAYWYFGQVWCGVYLALDVLFCTSSIVHLCAISLDRYWSVTQAVEYNLKRTPRRVKATIVAVWLISAVISFPPLVSFYRRPDGAAYPQCGLNDETWYILSSCIGSFFAPCLIMGLVYARIYRVAKLRTRTLSEKRGPAGPDGASPTTENGLGKAAGENGHCAPPRTEVEPDESSAAERRRRRGALRRGGRRREGAEGDTGSADGPGPGLAAEQGARTASRSPGPGGRLSRASSRSVEFFLSRRRRARSSVCRRKVAQAREKRFTFVLAVVMGVFVLCWFPFFFSYSLYGICREACQLPEPLFKFFFWIGYCNSSLNPVIYTVFNQDFRRSFKHILFRRRRRGFRQ. The drug is O=C(NC1CCN(CCc2c[nH]c3ccccc23)CC1)c1ccccc1. (2) The compound is CC[C@H](C)CN(C[C@@H](O)[C@H](Cc1ccccc1)NC(=O)O[C@H]1CO[C@H]2OCC[C@@H]12)S(=O)(=O)c1ccc(N)cc1. The target protein sequence is PQITLWKRPIVTVKIGGQLREALLDTGADDTVLEDINLPGKWKPKMIGGIGGFIKVKQYEQVPIEICGKKVISTVLVGPTPVNVIGRNMMTQIGCTLNF. The pKi is 9.9. (3) The compound is CN(C)C(=O)n1cc(/C(=N/OCC(=O)O)c2ccn3c2CS[C@@H]3c2cccnc2)c2ccc(-c3ccc(F)cc3)cc21. The target protein (P21556) has sequence MELNSSSRVDSEFRYTLFPIVYSIIFVLGIIANGYVLWVFARLYPSKKLNEIKIFMVNLTVADLLFLITLPLWIVYYSNQGNWFLPKFLCNLAGCLFFINTYCSVAFLGVITYNRFQAVKYPIKTAQATTRKRGIALSLVIWVAIVAAASYFLVMDSTNVVSNKAGSGNITRCFEHYEKGSKPVLIIHICIVLGFFIVFLLILFCNLVIIHTLLRQPVKQQRNAEVRRRALWMVCTVLAVFVICFVPHHMVQLPWTLAELGMWPSSNHQAINDAHQVTLCLLSTNCVLDPVIYCFLTKKFRKHLSEKLNIMRSSQKCSRVTTDTGTEMAIPINHTPVNPIKN. The pKi is 7.1. (4) The drug is CC(=O)[C@@H](O)CCOP(=O)([O-])[O-]. The target protein (Q55663) has sequence MVKRISILGSTGSIGTQTLDIVTHHPDAFQVVGLAAGGNVALLAQQVAEFRPEIVAIRQAEKLEDLKAAVAELTDYQPMYVVGEEGVVEVARYGDAESVVTGIVGCAGLLPTMAAIAAGKDIALANKETLIAGAPVVLPLVEKMGVKLLPADSEHSAIFQCLQGVPEGGLRRIILTASGGAFRDLPVERLPFVTVQDALKHPNWSMGQKITIDSATLMNKGLEVIEAHYLFGLDYDHIDIVIHPQSIIHSLIEVQDTSVLAQLGWPDMRLPLLYALSWPERIYTDWEPLDLVKAGSLSFREPDHDKYPCMQLAYGAGRAGGAMPAVLNAANEQAVALFLQEKISFLDIPRLIEKTCDLYVGQNTASPDLETILAADQWARRTVLENSACVATRP. The pKi is 4.5. (5) The compound is O=C(CN1CCN(C(=O)c2ccco2)CC1)Nc1cc(C(F)(F)F)ccc1Cl. The target protein sequence is MCGNNMSTPLPAIVPAARKATAAVIFLHGLGDTGHGWAEAFAGIRSSHIKYICPHAPVRPVTLNMNVAMPSWFDIIGLSPDSPEDESGIKQAAENIKALIDQEVKNGIPSNRIILGGFSQGGALSLYTALTTQQKLAGVTALSCWLPLRASFPQGPIGGANRDISILQCHGDCDPLVPLMFGSLTVEKLKTLVNPANVTFKTYEGMMHSSCQQEMMDVKQFIDKLLPPID. The pKi is 6.4. (6) The small molecule is NC(=O)CSc1nnc(-c2cccs2)n1Cc1ccccc1. The pKi is 4.6. The target protein sequence is MKFLLVLALCAVVYAKHEAYIGWKSYYVGVATDAQAKALEPLIQKYELDFLSHPTKSREGVVLVKPQHQAGFVQDIEAGGITYRIHADDVKRQLEFDDQLIEMQRMSSFTRTAGRQLPYDNYQELEVIDEYLDYIGEKYPDVATVVNAAESFEGRPIKYIKISTTNFEDENKPVIFIDGGIHAREWISPPSVTWAIHKLVEDVTENDLLEKFDWILLPVVNPDGYKYTFTNERFWRKTRSTNNNPLSQICRGADGNRNFDFVWNSIGTSNSPCSDIYAGTSAFSEVETRVVRDILHEHLARMALYLTMHSFGSMILYPWGHDGSLSQNALGLHTVGVAMASVIQSNALPNFPPYTVGNSALVIGYYIAGSSEDYAHSIGVPLSYTYELPGLSSGWDGFHLPPQYIEQVCRETWEGIVVGARRAGDLFRK. (7) The compound is C[C@@H](NC(=O)c1cc(=O)[nH]c(-c2ccccc2)n1)c1ccc(C(F)(F)F)cc1. The target protein sequence is MGQACGHSILCRSQQYPAARPAEPRGQQVFLKPDEPPPPPQPCADSLQDALLSLGSVIDISGLQRAVKEALSAVLPRVETVYTYLLDGESRLVCEDPPHELPQEGKVWEAIISQKRLGCNGLGLSDLPGKPLARLVAPLAPHTQVLVIPLVDKEAGAVAAVILVHCGQLSDNEEWSLQAVEKHTLVALRRVQALQQRRPSEAPQAVQNPPEGAVEDQKGGAAYTDRDRKILQLCGELYDLDASSLQLKVLQYLQQETRASRCCLLLVSEDSLQLSCKVMGDKVLGEEISFPLTGCLGQVVEDKKSIQLKDLTSEDVQQLQSMLGCELQAMLCVPVISRATDQVVALACAFNKLEGDLFTDQDEHVIQHCFHYTSTVLTSTLAFQKEQKLKCECQALLQVAKNLFTHLDDVSVLLQEIITEARNLSNAEICSVFLLDQNELVAKVFDGGVVDDESYEIRIPADQGIAGHVATTGQILNIPDAYAHPLFYRGVDDSTGFRTR.... The pKi is 8.2. (8) The compound is C=C=CCNCCCNCCCNCC=C=C. The target protein (Q8C0L6) has sequence MAFPGPRVLVVGSGIAGLGAAQKLCSHRAAPHLRVLEATASAGGRIRSERCFGGVVELGAHWIHGPSQDNPVFQLAAEFGLLGEKELSEENQLVDTGGHVALPSMIWSSSGTSVSLELMTEMARLFYGLIERTREFLNESETPMASVGEFLKKEISQQVASWTEDDEDTRKRKLAILNTFFNIECCVSGTHSMDLVALAPFGEYTVLPGLDCILAGGYQGLTDRILASLPKDTVAFDKPVKTIHWNGSFQEAAFPGETFPVLVECEDGARLPAHHVIVTVPLGFLKEHQDTFFEPPLPAKKAEAIKKLGFGTNNKIFLEFEEPFWEPDCQFIQVVWEDTSPLQDTALSLQDTWFKKLIGFLVQPSFESSHVLCGFIAGLESEFMETLSDEEVLLSLTQVLRRVTGNPQLPAAKSVRRSQWHSAPYTRGSYSYVAVGSTGDDLDLMAQPLPEDGTGTQLQVLFAGEATHRTFYSTTHGALLSGWREADRLVSLWDSQVEQS.... The pKi is 5.5. (9) The small molecule is Nc1ccc(S(N)(=O)=O)cc1Cl. The target protein sequence is MTIAAGALQIVFGLSRMARAALAIAPVVVHAMLAGIGITIALQQIHVLLGGTSHSSAWRNIVALPDGILHHELHEVIVGGTVIAILLMWSKLPAKVRIIPGPLVAIAGATVLALLPVLQTERIDLQGNFFDAIGLPKLAEMSPGGQPWSHEISAIALGVLTIALIASVESLLSAVGVDKLHHGPRTDFNREMVGQGSANVVSGLLGGLPITGVIVRSSANVAAGARTRMSTILHGVWILLFASLFTNLVELIPKAALAGLLIVIGAQLVKLAHIKLAWRTGNFVIYAITIVCVVFLNLLEGVAIGLVVAIVFLLVRVVRAPVEVKPVGGEQSKRWRVDIDGTLSFLLLPRLTTVLSKLPEGSEVTLNLNADYIDDSVSEAISDWRRAHETRGGVVAIVETSPAKLHHAHARPPKSHFASDPIGLVPWRSARGKDRGSASVLDRIDEYHRNGAAVLHPHIAGLTDSQDPYELFLTCADSRILPNVITASGPGDLYTVRNLG.... The pKi is 5.8. (10) The small molecule is COc1ccccc1N1CCN(CCCCn2ncc(=O)n(C)c2=O)CC1. The target protein (Q9MZL5) has sequence MQCCGLVHRRRARVSYGSADSYTSRPSDSDVSLEEDREAVRREAERQAQAQLEKAKTKPVAFAVRTNVSYSAAHEDDVPVPGMAISFEAKDFLHVKEKFNNDWWIGRLVKEGCEIGFIPSPVKLENMRLQHEQRAKQGKFYSSKSGGNSSSSLGDIVPSSRKSTPPSSAIDIDATGLDAEDNDIPANHRSPKPSANSVTSPHSKEKRMPFFKKTEHTPPYDVVPSMRPVVLVGPSLKGYEVTDMMQKALFDFLKHRFEGRISITRVTADISLAKRSVLNNPSKHAIIERSNTRSSLAEVQSEIERIFELARTLQLVVLDADTINHPAQLSKTSLAPIIVYVKISSPKVLQRLIKSRGKSQAKHLNVQMVAADKLAQCPPELFDVILDENQLEDACEHLADYLEAYWKATHPPSSSLPNPLLSRTLATSTLPVSPTLASNSQGSQGDQRTDRGAPGRSASQAEEEHCPEPVKKAQHRSSTQHHNHRSGTSRGLSRQETLDS.... The pKi is 5.0.